From a dataset of Peptide-MHC class I binding affinity with 185,985 pairs from IEDB/IMGT. Regression. Given a peptide amino acid sequence and an MHC pseudo amino acid sequence, predict their binding affinity value. This is MHC class I binding data. (1) The peptide sequence is CAPEAECTM. The MHC is Mamu-A01 with pseudo-sequence Mamu-A01. The binding affinity (normalized) is 0.450. (2) The peptide sequence is SSGRGGNY. The MHC is Mamu-A02 with pseudo-sequence Mamu-A02. The binding affinity (normalized) is 0.344.